From a dataset of Reaction yield outcomes from USPTO patents with 853,638 reactions. Predict the reaction yield, written as a fraction of the theoretical maximum amount of product (1.0 means a 100% yield; for example, 0.34 means a 34% yield). (1) The reactants are Br[C:2]1[CH:10]=[C:9]2[C:5]([CH:6]=[N:7][NH:8]2)=[CH:4][CH:3]=1.[C:11]([O:15][C:16](=[O:18])[CH3:17])([CH3:14])([CH3:13])[CH3:12].[Li+].C[Si]([N-][Si](C)(C)C)(C)C.F[B-](F)(F)F.C(P(C(C)(C)C)C(C)(C)C)(C)(C)C. The catalyst is C1(C)C=CC=CC=1.C1C=CC(/C=C/C(/C=C/C2C=CC=CC=2)=O)=CC=1.C1C=CC(/C=C/C(/C=C/C2C=CC=CC=2)=O)=CC=1.[Pd]. The product is [NH:8]1[C:9]2[C:5](=[CH:4][CH:3]=[C:2]([CH2:17][C:16]([O:15][C:11]([CH3:14])([CH3:13])[CH3:12])=[O:18])[CH:10]=2)[CH:6]=[N:7]1. The yield is 0.650. (2) The reactants are [CH2:1]([O:8][CH2:9][C:10]1([C:15]([O:17]C)=[O:16])[CH2:14][CH2:13][CH2:12][O:11]1)[C:2]1[CH:7]=[CH:6][CH:5]=[CH:4][CH:3]=1.[OH-].[Na+]. The catalyst is C1COCC1.CO.CCOC(C)=O. The product is [CH2:1]([O:8][CH2:9][C:10]1([C:15]([OH:17])=[O:16])[CH2:14][CH2:13][CH2:12][O:11]1)[C:2]1[CH:7]=[CH:6][CH:5]=[CH:4][CH:3]=1. The yield is 0.630.